Predict which catalyst facilitates the given reaction. From a dataset of Catalyst prediction with 721,799 reactions and 888 catalyst types from USPTO. (1) Reactant: [CH2:1]([O:3][C:4](=[O:25])[CH2:5][C:6]([N:8]1[CH2:14][CH2:13][CH2:12][N:11](C(OCC2C=CC=CC=2)=O)[CH2:10][CH2:9]1)=[O:7])[CH3:2]. Product: [N:8]1([C:6](=[O:7])[CH2:5][C:4]([O:3][CH2:1][CH3:2])=[O:25])[CH2:14][CH2:13][CH2:12][NH:11][CH2:10][CH2:9]1. The catalyst class is: 50. (2) Reactant: [Si]([O:8][CH:9]1[C:30]2[C:25](=[CH:26][CH:27]=[C:28]([C:31]3[NH:35][C:34](=[O:36])[O:33][N:32]=3)[CH:29]=2)[O:24][C:11]2([CH2:16][CH2:15][N:14]([C:17]([O:19][C:20]([CH3:23])([CH3:22])[CH3:21])=[O:18])[CH2:13][CH2:12]2)[CH2:10]1)(C(C)(C)C)(C)C.C([O-])(O)=O.[Na+]. Product: [OH:8][CH:9]1[C:30]2[C:25](=[CH:26][CH:27]=[C:28]([C:31]3[NH:35][C:34](=[O:36])[O:33][N:32]=3)[CH:29]=2)[O:24][C:11]2([CH2:16][CH2:15][N:14]([C:17]([O:19][C:20]([CH3:23])([CH3:22])[CH3:21])=[O:18])[CH2:13][CH2:12]2)[CH2:10]1. The catalyst class is: 301. (3) Reactant: [CH3:1][CH:2]1[CH2:7][CH2:6][CH:5]([O:8][C:9]2[CH:18]=[CH:17][CH:16]=[C:15]3[C:10]=2[CH:11]=[CH:12][C:13]([CH2:19]OS(C)(=O)=O)=[CH:14]3)[CH2:4][CH2:3]1.CN(C=O)C.Cl.C[O:32][C:33]([CH:35]1[CH2:42][CH:41]2[NH:43][CH:37]([CH2:38][CH2:39][CH2:40]2)[CH2:36]1)=[O:34].C(=O)([O-])[O-].[Cs+].[Cs+].O1CCCC1.[OH-].[Li+].O. Product: [CH3:1][C@@H:2]1[CH2:7][CH2:6][C@H:5]([O:8][C:9]2[CH:18]=[CH:17][CH:16]=[C:15]3[C:10]=2[CH:11]=[CH:12][C:13]([CH2:19][N:43]2[CH:41]4[CH2:40][CH2:39][CH2:38][CH:37]2[CH2:36][CH:35]([C:33]([OH:32])=[O:34])[CH2:42]4)=[CH:14]3)[CH2:4][CH2:3]1. The catalyst class is: 25. (4) Reactant: [OH:1][CH2:2][CH:3]([CH2:5][OH:6])[OH:4].[C:7]([OH:22])(=O)[CH2:8][CH2:9][CH2:10][CH2:11][CH2:12][CH2:13][CH2:14][CH2:15][CH2:16][CH2:17][CH2:18][CH2:19][CH3:20]. Product: [CH2:20]([O:1][CH2:2][CH:3]([CH2:5][OH:6])[OH:4])[CH2:19][CH2:18][CH2:17][CH2:16][CH2:15][CH2:14][CH2:13][CH2:12][CH2:11][CH2:10][CH2:9][CH2:8][CH3:7].[CH3:2][CH2:3][O:22][CH2:7][CH3:8]. The catalyst class is: 45. (5) Reactant: [F:1][CH:2]([F:22])[C:3]1[NH:7][C:6]2[C:8]([C:18]([O:20][CH3:21])=[O:19])=[CH:9][C:10]([N:12]3[CH2:17][CH2:16][O:15][CH2:14][CH2:13]3)=[CH:11][C:5]=2[N:4]=1.C([O-])([O-])=O.[K+].[K+].Br[CH2:30][C:31]1[CH:36]=[CH:35][CH:34]=[C:33]([Cl:37])[C:32]=1[Cl:38]. Product: [Cl:38][C:32]1[C:33]([Cl:37])=[CH:34][CH:35]=[CH:36][C:31]=1[CH2:30][N:4]1[C:5]2[CH:11]=[C:10]([N:12]3[CH2:17][CH2:16][O:15][CH2:14][CH2:13]3)[CH:9]=[C:8]([C:18]([O:20][CH3:21])=[O:19])[C:6]=2[N:7]=[C:3]1[CH:2]([F:1])[F:22]. The catalyst class is: 3. (6) Reactant: [Cl:1][C:2]1[CH:7]=[CH:6][C:5]([S:8](Cl)(=[O:10])=[O:9])=[CH:4][CH:3]=1.[CH3:12][O:13][C:14](=[O:28])[CH:15]([NH2:27])[CH:16]([CH2:22][C:23]([F:26])([F:25])[F:24])[CH2:17][C:18]([F:21])([F:20])[F:19].N1C=CC=CC=1. Product: [CH3:12][O:13][C:14](=[O:28])[CH:15]([NH:27][S:8]([C:5]1[CH:6]=[CH:7][C:2]([Cl:1])=[CH:3][CH:4]=1)(=[O:10])=[O:9])[CH:16]([CH2:17][C:18]([F:21])([F:20])[F:19])[CH2:22][C:23]([F:25])([F:26])[F:24]. The catalyst class is: 2. (7) Reactant: [C:1]1([N:7]2[C:11]([C:12]3[C:17](=[O:18])[CH:16]=[CH:15][N:14]([CH:19]4[CH2:24][CH2:23][NH:22][CH2:21][CH2:20]4)[N:13]=3)=[CH:10][CH:9]=[N:8]2)[CH:6]=[CH:5][CH:4]=[CH:3][CH:2]=1.Br[C:26]1[CH:31]=[CH:30][C:29]([F:32])=[CH:28][CH:27]=1.CC(C1C=C(C(C)C)C(C2C=CC=CC=2P(C2CCCCC2)C2CCCCC2)=C(C(C)C)C=1)C.CC(C)([O-])C.[Na+]. Product: [F:32][C:29]1[CH:30]=[CH:31][C:26]([N:22]2[CH2:23][CH2:24][CH:19]([N:14]3[CH:15]=[CH:16][C:17](=[O:18])[C:12]([C:11]4[N:7]([C:1]5[CH:2]=[CH:3][CH:4]=[CH:5][CH:6]=5)[N:8]=[CH:9][CH:10]=4)=[N:13]3)[CH2:20][CH2:21]2)=[CH:27][CH:28]=1. The catalyst class is: 491.